From a dataset of Forward reaction prediction with 1.9M reactions from USPTO patents (1976-2016). Predict the product of the given reaction. (1) Given the reactants [F:1][C:2]1[C:7]([CH3:8])=[C:6]([O:9]C)[CH:5]=[CH:4][C:3]=1[C:11](=[O:13])[CH3:12], predict the reaction product. The product is: [F:1][C:2]1[C:7]([CH3:8])=[C:6]([OH:9])[CH:5]=[CH:4][C:3]=1[C:11](=[O:13])[CH3:12]. (2) Given the reactants Br[C:2]1[CH:3]=[CH:4][CH:5]=[C:6]2[C:10]=1[N:9]([CH2:11][C:12]1[CH:17]=[CH:16][C:15]([Cl:18])=[CH:14][CH:13]=1)[C:8]([CH3:19])=[CH:7]2.C([Li])CCC.[C:25](=[O:27])=[O:26].Cl, predict the reaction product. The product is: [Cl:18][C:15]1[CH:16]=[CH:17][C:12]([CH2:11][N:9]2[C:10]3[C:6](=[CH:5][CH:4]=[CH:3][C:2]=3[C:25]([OH:27])=[O:26])[CH:7]=[C:8]2[CH3:19])=[CH:13][CH:14]=1.